This data is from Forward reaction prediction with 1.9M reactions from USPTO patents (1976-2016). The task is: Predict the product of the given reaction. (1) Given the reactants [N:1]1([C:6]2[CH:12]=[CH:11][C:9]([NH2:10])=[CH:8][CH:7]=2)[CH:5]=[CH:4][N:3]=[CH:2]1.Cl[C:14]1[CH:15]=[CH:16][C:17]2[CH2:18][N:19]([CH3:31])[CH2:20][CH:21]([C:25]3[CH:30]=[CH:29][CH:28]=[CH:27][CH:26]=3)[O:22][C:23]=2[N:24]=1, predict the reaction product. The product is: [N:1]1([C:6]2[CH:12]=[CH:11][C:9]([NH:10][C:14]3[CH:15]=[CH:16][C:17]4[CH2:18][N:19]([CH3:31])[CH2:20][CH:21]([C:25]5[CH:26]=[CH:27][CH:28]=[CH:29][CH:30]=5)[O:22][C:23]=4[N:24]=3)=[CH:8][CH:7]=2)[CH:5]=[CH:4][N:3]=[CH:2]1. (2) Given the reactants [NH2:1][C:2]1[CH:11]=[CH:10][C:9]2[NH:8][C:7](=[O:12])[C:6]3[NH:13][CH:14]=[CH:15][C:5]=3[C:4]=2[CH:3]=1.Cl.[CH2:17]([C:19]([OH:21])=[O:20])[CH3:18].[C:22]1([CH3:32])[CH:27]=[CH:26][CH:25]=[C:24]([S:28](Cl)(=[O:30])=[O:29])[CH:23]=1, predict the reaction product. The product is: [O:12]=[C:7]1[C:6]2[NH:13][CH:14]=[CH:15][C:5]=2[C:4]2[CH:3]=[C:2]([NH:1][S:28]([C:24]3[CH:23]=[C:22]([CH3:32])[CH:27]=[CH:26][CH:25]=3)(=[O:30])=[O:29])[CH:11]=[CH:10][C:9]=2[NH:8]1.[CH2:17]([C:19]([O-:21])=[O:20])[CH3:18]. (3) Given the reactants [CH3:1][C:2]1([CH3:35])[O:6][C@@H:5]([CH2:7][N:8]2[C:16]3[C:11](=[CH:12][C:13]([N+:18]([O-:20])=[O:19])=[C:14]([F:17])[CH:15]=3)[CH:10]=[C:9]2[C:21]([CH3:34])([CH3:33])[C:22](OC[C@H]2COC(C)(C)O2)=[O:23])[CH2:4][O:3]1.[H-].[H-].[H-].[H-].[Li+].[Al+3], predict the reaction product. The product is: [CH3:1][C:2]1([CH3:35])[O:6][C@@H:5]([CH2:7][N:8]2[C:16]3[C:11](=[CH:12][C:13]([N+:18]([O-:20])=[O:19])=[C:14]([F:17])[CH:15]=3)[CH:10]=[C:9]2[C:21]([CH3:34])([CH3:33])[CH2:22][OH:23])[CH2:4][O:3]1. (4) Given the reactants [Br:1][C:2]1[C:3]([OH:11])=[CH:4][C:5]([Cl:10])=[C:6]([CH:9]=1)[C:7]#[N:8].S(OC)(O[CH3:16])(=O)=O.O.[OH-].[Li+], predict the reaction product. The product is: [Br:1][C:2]1[C:3]([O:11][CH3:16])=[CH:4][C:5]([Cl:10])=[C:6]([CH:9]=1)[C:7]#[N:8]. (5) Given the reactants Cl[C:2]([O:4][C:5]1[CH:10]=[CH:9][C:8]([O:11][C:12]2[CH:17]=[CH:16][C:15]([C:18]([F:21])([F:20])[F:19])=[CH:14][N:13]=2)=[CH:7][CH:6]=1)=[O:3].[NH:22]1[C:26]([CH2:27][C:28]2[CH:40]=[CH:39][C:31]([O:32][CH:33]3[CH2:38][CH2:37][NH:36][CH2:35][CH2:34]3)=[CH:30][CH:29]=2)=[N:25][N:24]=[N:23]1, predict the reaction product. The product is: [F:19][C:18]([F:21])([F:20])[C:15]1[CH:16]=[CH:17][C:12]([O:11][C:8]2[CH:9]=[CH:10][C:5]([O:4][C:2]([N:36]3[CH2:37][CH2:38][CH:33]([O:32][C:31]4[CH:30]=[CH:29][C:28]([CH2:27][C:26]5[NH:25][N:24]=[N:23][N:22]=5)=[CH:40][CH:39]=4)[CH2:34][CH2:35]3)=[O:3])=[CH:6][CH:7]=2)=[N:13][CH:14]=1. (6) The product is: [C:1]1([CH2:7][N:8]2[CH:12]=[C:11]([C:13]3[N:22]=[C:21]([NH:23][CH2:24][C@H:25]4[CH2:30][CH2:29][CH2:28][NH:27][CH2:26]4)[C:16]4=[N:17][CH:18]=[CH:19][N:20]=[C:15]4[CH:14]=3)[CH:10]=[N:9]2)[CH:2]=[CH:3][CH:4]=[CH:5][CH:6]=1. Given the reactants [C:1]1([CH2:7][N:8]2[CH:12]=[C:11]([C:13]3[N:22]=[C:21]([NH:23][CH2:24][C@H:25]4[CH2:30][CH2:29][CH2:28][N:27](C(OC(C)(C)C)=O)[CH2:26]4)[C:16]4=[N:17][CH:18]=[CH:19][N:20]=[C:15]4[CH:14]=3)[CH:10]=[N:9]2)[CH:6]=[CH:5][CH:4]=[CH:3][CH:2]=1.FC(F)(F)C(O)=O, predict the reaction product.